Dataset: NCI-60 drug combinations with 297,098 pairs across 59 cell lines. Task: Regression. Given two drug SMILES strings and cell line genomic features, predict the synergy score measuring deviation from expected non-interaction effect. (1) Drug 1: CN1CCC(CC1)COC2=C(C=C3C(=C2)N=CN=C3NC4=C(C=C(C=C4)Br)F)OC. Drug 2: CC1=C2C(C(=O)C3(C(CC4C(C3C(C(C2(C)C)(CC1OC(=O)C(C(C5=CC=CC=C5)NC(=O)OC(C)(C)C)O)O)OC(=O)C6=CC=CC=C6)(CO4)OC(=O)C)OC)C)OC. Cell line: NCI-H522. Synergy scores: CSS=42.8, Synergy_ZIP=-6.21, Synergy_Bliss=-3.08, Synergy_Loewe=-10.2, Synergy_HSA=0.289. (2) Drug 1: C1CC(C1)(C2=CC=C(C=C2)C3=C(C=C4C(=N3)C=CN5C4=NNC5=O)C6=CC=CC=C6)N. Drug 2: CC1CC(C(C(C=C(C(C(C=CC=C(C(=O)NC2=CC(=O)C(=C(C1)C2=O)OC)C)OC)OC(=O)N)C)C)O)OC. Cell line: UACC62. Synergy scores: CSS=59.2, Synergy_ZIP=1.34, Synergy_Bliss=0.803, Synergy_Loewe=1.02, Synergy_HSA=5.01. (3) Drug 1: CN1CCC(CC1)COC2=C(C=C3C(=C2)N=CN=C3NC4=C(C=C(C=C4)Br)F)OC. Drug 2: CCC1=C2CN3C(=CC4=C(C3=O)COC(=O)C4(CC)O)C2=NC5=C1C=C(C=C5)O. Cell line: A498. Synergy scores: CSS=26.8, Synergy_ZIP=-10.2, Synergy_Bliss=1.90, Synergy_Loewe=2.62, Synergy_HSA=4.32.